From a dataset of Full USPTO retrosynthesis dataset with 1.9M reactions from patents (1976-2016). Predict the reactants needed to synthesize the given product. (1) Given the product [CH3:1][NH:12][C:10]1[CH:9]=[CH:8][C:7]2[S:3][CH:4]=[N:5][C:6]=2[CH:11]=1, predict the reactants needed to synthesize it. The reactants are: [CH2:1]=O.[S:3]1[C:7]2[CH:8]=[CH:9][C:10]([NH2:12])=[CH:11][C:6]=2[N:5]=[CH:4]1.C[O-].[Na+].[BH4-].[Na+]. (2) The reactants are: [CH3:1][C:2]([C:4]1[CH:9]=[CH:8][C:7]([O:10][CH3:11])=[C:6]([F:12])[CH:5]=1)=[O:3].[CH:13]1([Mg]Br)[CH2:15][CH2:14]1.C1(C(C2C=CC(Cl)=CC=2)(O)C)CC1. Given the product [CH:13]1([C:2]([C:4]2[CH:9]=[CH:8][C:7]([O:10][CH3:11])=[C:6]([F:12])[CH:5]=2)([OH:3])[CH3:1])[CH2:15][CH2:14]1, predict the reactants needed to synthesize it. (3) Given the product [CH:30]([OH:32])=[O:31].[NH:1]1[C:5]2=[N:6][CH:7]=[CH:8][CH:9]=[C:4]2[C:3]([CH:10]=[C:11]2[O:15][C:14]([NH:16][C:17]3[CH:22]=[CH:21][C:20]([O:23][CH2:24][CH2:25][N:26]([CH3:28])[CH3:27])=[CH:19][C:18]=3[CH3:29])=[C:13]([C:30]([O:40][CH2:39][CH:36]3[CH2:38][CH2:37]3)=[O:31])[C:12]2=[O:35])=[CH:2]1, predict the reactants needed to synthesize it. The reactants are: [NH:1]1[C:5]2=[N:6][CH:7]=[CH:8][CH:9]=[C:4]2[C:3]([CH:10]=[C:11]2[O:15][C:14]([NH:16][C:17]3[CH:22]=[CH:21][C:20]([O:23][CH2:24][CH2:25][N:26]([CH3:28])[CH3:27])=[CH:19][C:18]=3[CH3:29])=[C:13]([C:30]([O:32]CC)=[O:31])[C:12]2=[O:35])=[CH:2]1.[CH:36]1([CH2:39][OH:40])[CH2:38][CH2:37]1. (4) Given the product [CH2:27]([O:26][C:23](=[O:25])[CH2:24][C:5]1([OH:12])[C:4]2[C:8](=[CH:9][CH:10]=[C:2]([F:1])[CH:3]=2)[NH:7][C:6]1=[O:11])[CH3:28], predict the reactants needed to synthesize it. The reactants are: [F:1][C:2]1[CH:3]=[C:4]2[C:8](=[CH:9][CH:10]=1)[NH:7][C:6](=[O:11])[C:5]2=[O:12].C(O)(=O)CC(O)=O.C([K])C.[C:23]([O:26][CH2:27][CH3:28])(=[O:25])[CH3:24].CCCCCC. (5) Given the product [CH3:1][O:2][C:3]1[N:8]=[C:7]2[CH:9]=[CH:10][N:11]([Si:12]([CH:19]([CH3:21])[CH3:20])([CH:16]([CH3:18])[CH3:17])[CH:13]([CH3:15])[CH3:14])[C:6]2=[CH:5][C:4]=1[C:39]1[CH2:44][CH2:43][N:42]([C:45]([O:47][C:48]([CH3:51])([CH3:50])[CH3:49])=[O:46])[CH2:41][CH:40]=1, predict the reactants needed to synthesize it. The reactants are: [CH3:1][O:2][C:3]1[N:8]=[C:7]2[CH:9]=[CH:10][N:11]([Si:12]([CH:19]([CH3:21])[CH3:20])([CH:16]([CH3:18])[CH3:17])[CH:13]([CH3:15])[CH3:14])[C:6]2=[CH:5][C:4]=1B(O)O.C(=O)([O-])[O-].[Na+].[Na+].[Cl-].[Li+].FC(F)(F)S(O[C:39]1[CH2:44][CH2:43][N:42]([C:45]([O:47][C:48]([CH3:51])([CH3:50])[CH3:49])=[O:46])[CH2:41][CH:40]=1)(=O)=O.